This data is from Full USPTO retrosynthesis dataset with 1.9M reactions from patents (1976-2016). The task is: Predict the reactants needed to synthesize the given product. (1) Given the product [CH2:14]([S:1][C:2]1[N:7]=[C:6]([OH:8])[CH:5]=[C:4]([OH:9])[N:3]=1)[CH2:15][CH3:16], predict the reactants needed to synthesize it. The reactants are: [SH:1][C:2]1[N:7]=[C:6]([OH:8])[CH:5]=[C:4]([OH:9])[N:3]=1.[OH-].[Na+].CN1C[CH2:16][C:15](=O)[CH2:14]1.ICCC.Cl. (2) Given the product [ClH:18].[O:17]1[C:11]2[CH2:10][CH2:9][NH:8][CH2:14][CH2:13][C:12]=2[CH:15]=[CH:16]1, predict the reactants needed to synthesize it. The reactants are: C([N:8]1[CH2:14][CH2:13][C:12]2[CH:15]=[CH:16][O:17][C:11]=2[CH2:10][CH2:9]1)C1C=CC=CC=1.[Cl:18]C(OC(Cl)C)=O. (3) The reactants are: Cl[CH2:2][CH2:3][CH2:4][CH2:5][CH2:6][C:7]1([C:10]([O:12][C:13]([CH3:16])([CH3:15])[CH3:14])=[O:11])[CH2:9][CH2:8]1.[Na+].[I-:18]. Given the product [I:18][CH2:2][CH2:3][CH2:4][CH2:5][CH2:6][C:7]1([C:10]([O:12][C:13]([CH3:16])([CH3:15])[CH3:14])=[O:11])[CH2:9][CH2:8]1, predict the reactants needed to synthesize it. (4) Given the product [CH3:3][N:4]1[CH:8]=[CH:7][C:6](/[CH:9]=[CH:12]/[C:11]([C:14]2[CH:31]=[CH:30][C:17]3[CH2:18][CH2:19][N:20]([C:23]([O:25][C:26]([CH3:28])([CH3:27])[CH3:29])=[O:24])[CH2:21][CH2:22][C:16]=3[CH:15]=2)=[O:13])=[N:5]1, predict the reactants needed to synthesize it. The reactants are: [Cl-].[Li+].[CH3:3][N:4]1[CH:8]=[CH:7][C:6]([CH:9]=O)=[N:5]1.[C:11]([C:14]1[CH:31]=[CH:30][C:17]2[CH2:18][CH2:19][N:20]([C:23]([O:25][C:26]([CH3:29])([CH3:28])[CH3:27])=[O:24])[CH2:21][CH2:22][C:16]=2[CH:15]=1)(=[O:13])[CH3:12].C1CCN2C(=NCCC2)CC1.